This data is from Full USPTO retrosynthesis dataset with 1.9M reactions from patents (1976-2016). The task is: Predict the reactants needed to synthesize the given product. (1) Given the product [CH:19]1[C:29]2[CH2:28][CH2:27][C:26]3[CH:30]=[CH:31][CH:32]=[CH:33][C:25]=3[N:24]([C:34]([N:36]=[C:37]=[S:38])=[O:35])[C:23]=2[CH:22]=[CH:21][CH:20]=1.[Cl:39][C:40]1[CH:41]=[C:42]([NH:43][C:37]([NH:36][C:34]([N:24]2[C:25]3[CH:33]=[CH:32][CH:31]=[CH:30][C:26]=3[CH2:27][CH2:28][C:29]3[CH:19]=[CH:20][CH:21]=[CH:22][C:23]2=3)=[O:35])=[S:38])[CH:44]=[CH:45][C:46]=1[O:47][C:48]1[C:57]2[C:52](=[CH:53][C:54]([O:60][CH3:61])=[C:55]([O:58][CH3:59])[CH:56]=2)[N:51]=[CH:50][CH:49]=1, predict the reactants needed to synthesize it. The reactants are: C1C2CCC3C=CC=CC=3N(C(Cl)=O)C=2C=CC=1.[CH:19]1[C:29]2[CH2:28][CH2:27][C:26]3[CH:30]=[CH:31][CH:32]=[CH:33][C:25]=3[N:24]([C:34]([N:36]=[C:37]=[S:38])=[O:35])[C:23]=2[CH:22]=[CH:21][CH:20]=1.[Cl:39][C:40]1[CH:41]=[C:42]([CH:44]=[CH:45][C:46]=1[O:47][C:48]1[C:57]2[C:52](=[CH:53][C:54]([O:60][CH3:61])=[C:55]([O:58][CH3:59])[CH:56]=2)[N:51]=[CH:50][CH:49]=1)[NH2:43].C1(C)C=CC=CC=1. (2) Given the product [F:1][C:2]1[C:3]([O:13][CH2:21][CH2:22][O:23][CH3:24])=[CH:4][CH:5]=[C:6]2[C:11]=1[N:10]=[C:9]([CH3:12])[CH:8]=[CH:7]2, predict the reactants needed to synthesize it. The reactants are: [F:1][C:2]1[C:3]([OH:13])=[CH:4][CH:5]=[C:6]2[C:11]=1[N:10]=[C:9]([CH3:12])[CH:8]=[CH:7]2.C(=O)([O-])[O-].[K+].[K+].Br[CH2:21][CH2:22][O:23][CH3:24].